Dataset: Reaction yield outcomes from USPTO patents with 853,638 reactions. Task: Predict the reaction yield, written as a fraction of the theoretical maximum amount of product (1.0 means a 100% yield; for example, 0.34 means a 34% yield). (1) The reactants are [NH2:1][C:2]1[S:3][C:4]2[C:9]([N:10]=1)=[CH:8][CH:7]=[C:6]([O:11][C:12]1[CH:13]=[CH:14][C:15]([CH3:32])=[C:16]([NH:18][C:19](=[O:31])[C:20]3[CH:25]=[CH:24][CH:23]=[C:22]([C:26]([C:29]#[N:30])([CH3:28])[CH3:27])[CH:21]=3)[CH:17]=1)[N:5]=2.[CH:33]1([C:36](Cl)=[O:37])[CH2:35][CH2:34]1. The catalyst is N1C=CC=CC=1. The product is [C:29]([C:26]([C:22]1[CH:21]=[C:20]([CH:25]=[CH:24][CH:23]=1)[C:19]([NH:18][C:16]1[CH:17]=[C:12]([O:11][C:6]2[N:5]=[C:4]3[S:3][C:2]([NH:1][C:36]([CH:33]4[CH2:35][CH2:34]4)=[O:37])=[N:10][C:9]3=[CH:8][CH:7]=2)[CH:13]=[CH:14][C:15]=1[CH3:32])=[O:31])([CH3:27])[CH3:28])#[N:30]. The yield is 0.680. (2) The reactants are [OH-].[Na+].[N+:3]([CH3:6])([O-:5])=[O:4].[CH3:7][CH:8]([CH2:11][CH2:12][CH3:13])[CH:9]=[O:10]. The catalyst is O.C(O)C. The product is [CH3:7][CH:8]([CH2:11][CH2:12][CH3:13])[CH:9]([OH:10])[CH2:6][N+:3]([O-:5])=[O:4]. The yield is 0.942. (3) The reactants are [F:1][C:2]1[CH:7]=[CH:6][C:5]([C:8]2[O:9][CH:10]=[C:11]([CH:13]([CH2:19][NH2:20])[CH2:14][CH2:15][N:16]([CH3:18])[CH3:17])[N:12]=2)=[CH:4][CH:3]=1.[F:21][C:22]([F:38])([F:37])[C:23]1[O:27][N:26]=[C:25]([C:28]2[CH:29]=[N:30][CH:31]=[C:32]([CH:36]=2)[C:33](O)=[O:34])[N:24]=1. No catalyst specified. The product is [CH3:17][N:16]([CH3:18])[CH2:15][CH2:14][CH:13]([C:11]1[N:12]=[C:8]([C:5]2[CH:4]=[CH:3][C:2]([F:1])=[CH:7][CH:6]=2)[O:9][CH:10]=1)[CH2:19][NH:20][C:33](=[O:34])[C:32]1[CH:36]=[C:28]([C:25]2[N:24]=[C:23]([C:22]([F:38])([F:37])[F:21])[O:27][N:26]=2)[CH:29]=[N:30][CH:31]=1. The yield is 0.100. (4) The reactants are [Cl:1][C:2]1[CH:7]=[CH:6][C:5]([C@H:8]2[CH2:13][CH2:12][C@H:11]([CH:14]=[O:15])[CH2:10][CH2:9]2)=[CH:4][CH:3]=1.ClC1C=CC([C@H]2CC[C@H](C(O)=O)CC2)=CC=1.CO.[S:34](S([O-])=O)([O-:37])(=[O:36])=[O:35].[Na+].[Na+]. The catalyst is CCOC(C)=O.O. The product is [S:34](=[O:35])([OH:37])[OH:36].[Cl:1][C:2]1[CH:3]=[CH:4][C:5]([C@H:8]2[CH2:9][CH2:10][C@H:11]([CH:14]=[O:15])[CH2:12][CH2:13]2)=[CH:6][CH:7]=1. The yield is 0.810. (5) The reactants are [Br:1][C:2]1[CH:13]=[N:12][C:5]2[NH:6][CH2:7][C@H:8]([CH3:11])[NH:9][CH2:10][C:4]=2[CH:3]=1.C(N(CC)CC)C.[C:21](O[C:21]([O:23][C:24]([CH3:27])([CH3:26])[CH3:25])=[O:22])([O:23][C:24]([CH3:27])([CH3:26])[CH3:25])=[O:22]. The catalyst is CC#N. The product is [Br:1][C:2]1[CH:13]=[N:12][C:5]2[NH:6][CH2:7][C@H:8]([CH3:11])[N:9]([C:21]([O:23][C:24]([CH3:27])([CH3:26])[CH3:25])=[O:22])[CH2:10][C:4]=2[CH:3]=1. The yield is 0.770. (6) The reactants are O.NN.[CH:4]([C:7]1[N:8]([CH2:12][CH2:13][N:14]2C(=O)C3C(=CC=CC=3)C2=O)[CH:9]=[CH:10][N:11]=1)([CH3:6])[CH3:5]. The catalyst is C(O)C. The product is [CH:4]([C:7]1[N:8]([CH2:12][CH2:13][NH2:14])[CH:9]=[CH:10][N:11]=1)([CH3:6])[CH3:5]. The yield is 0.770. (7) The reactants are C([O:3][C:4](=O)/[CH:5]=[CH:6]/[C:7]1[C:8]([NH:23][C:24]2[C:29]([F:30])=[CH:28][CH:27]=[CH:26][C:25]=2[F:31])=[N:9][C:10]([S:21][CH3:22])=[N:11][C:12]=1[C:13]1[CH:18]=[CH:17][C:16]([F:19])=[CH:15][C:14]=1[CH3:20])C. The catalyst is C1(C)C=CC=CC=1. The product is [F:30][C:29]1[CH:28]=[CH:27][CH:26]=[C:25]([F:31])[C:24]=1[N:23]1[C:8]2[N:9]=[C:10]([S:21][CH3:22])[N:11]=[C:12]([C:13]3[CH:18]=[CH:17][C:16]([F:19])=[CH:15][C:14]=3[CH3:20])[C:7]=2[CH:6]=[CH:5][C:4]1=[O:3]. The yield is 0.960.